Dataset: Peptide-MHC class II binding affinity with 134,281 pairs from IEDB. Task: Regression. Given a peptide amino acid sequence and an MHC pseudo amino acid sequence, predict their binding affinity value. This is MHC class II binding data. The peptide sequence is LPRPPATPPPPPPPQ. The MHC is DRB1_0401 with pseudo-sequence DRB1_0401. The binding affinity (normalized) is 0.0218.